From a dataset of Forward reaction prediction with 1.9M reactions from USPTO patents (1976-2016). Predict the product of the given reaction. Given the reactants [BH4-].[Na+].[Br:3][C:4]1[CH:9]=[CH:8][C:7]([C:10]2[CH2:11][CH2:12][CH2:13][N:14]=2)=[CH:6][CH:5]=1, predict the reaction product. The product is: [Br:3][C:4]1[CH:5]=[CH:6][C:7]([CH:10]2[CH2:11][CH2:12][CH2:13][NH:14]2)=[CH:8][CH:9]=1.